This data is from Reaction yield outcomes from USPTO patents with 853,638 reactions. The task is: Predict the reaction yield, written as a fraction of the theoretical maximum amount of product (1.0 means a 100% yield; for example, 0.34 means a 34% yield). (1) The reactants are Cl[C:2]1[C:3]2[N:4]([C:8]([C@@H:11]3[CH2:15][CH2:14][CH2:13][N:12]3[C:16]([O:18][CH2:19][C:20]3[CH:25]=[CH:24][CH:23]=[CH:22][CH:21]=3)=[O:17])=[N:9][CH:10]=2)[CH:5]=[CH:6][N:7]=1.[C:26](=O)([O-])[O-].[K+].[K+]. The catalyst is O.O1CCOCC1.[Pd](Cl)Cl.C1(P(C2C=CC=CC=2)[C-]2C=CC=C2)C=CC=CC=1.[C-]1(P(C2C=CC=CC=2)C2C=CC=CC=2)C=CC=C1.[Fe+2]. The product is [CH3:26][C:2]1[C:3]2[N:4]([C:8]([C@@H:11]3[CH2:15][CH2:14][CH2:13][N:12]3[C:16]([O:18][CH2:19][C:20]3[CH:25]=[CH:24][CH:23]=[CH:22][CH:21]=3)=[O:17])=[N:9][CH:10]=2)[CH:5]=[CH:6][N:7]=1. The yield is 0.750. (2) The reactants are [F:1][C:2]1[CH:7]=[CH:6][CH:5]=[CH:4][C:3]=1[S:8](Cl)(=[O:10])=[O:9].[NH2:12][C:13]1[C:14]2[C:21]([C:22]([C:24]3[CH:29]=[CH:28][CH:27]=[C:26]([NH2:30])[N:25]=3)=[O:23])=[CH:20][N:19]([CH:31]([CH3:33])[CH3:32])[C:15]=2[N:16]=[CH:17][N:18]=1. The catalyst is N1C=CC=CC=1. The product is [NH2:12][C:13]1[C:14]2[C:21]([C:22]([C:24]3[N:25]=[C:26]([NH:30][S:8]([C:3]4[CH:4]=[CH:5][CH:6]=[CH:7][C:2]=4[F:1])(=[O:10])=[O:9])[CH:27]=[CH:28][CH:29]=3)=[O:23])=[CH:20][N:19]([CH:31]([CH3:33])[CH3:32])[C:15]=2[N:16]=[CH:17][N:18]=1. The yield is 0.400. (3) The reactants are C(NC(C)C)(C)C.C([Li])CCC.C[Si](C)(C)[CH2:15][C:16]([O:18][C:19]([CH3:22])([CH3:21])[CH3:20])=[O:17].[CH2:25]([CH:28]1[CH2:33][CH2:32][CH2:31][CH2:30][C:29]1=O)[CH:26]=[CH2:27]. The catalyst is C1COCC1. The product is [CH2:25]([CH:28]1[CH2:33][CH2:32][CH2:31][CH2:30][C:29]1=[CH:15][C:16]([O:18][C:19]([CH3:22])([CH3:21])[CH3:20])=[O:17])[CH:26]=[CH2:27]. The yield is 0.960.